Dataset: Catalyst prediction with 721,799 reactions and 888 catalyst types from USPTO. Task: Predict which catalyst facilitates the given reaction. Reactant: [NH2:1][C:2]1[C:7]([NH2:8])=[C:6]([O:9][C:10]2[C:19]3[C:14](=[CH:15][CH:16]=[CH:17][CH:18]=3)[C:13]([NH:20][C:21](=[O:27])[O:22][C:23]([CH3:26])([CH3:25])[CH3:24])=[CH:12][CH:11]=2)[CH:5]=[CH:4][N:3]=1.[F:28][C:29]([F:38])([F:37])[C:30](=O)[C:31](OCC)=[O:32]. Product: [O:32]=[C:31]1[NH:1][C:2]2[N:3]=[CH:4][CH:5]=[C:6]([O:9][C:10]3[C:19]4[C:14](=[CH:15][CH:16]=[CH:17][CH:18]=4)[C:13]([NH:20][C:21](=[O:27])[O:22][C:23]([CH3:24])([CH3:26])[CH3:25])=[CH:12][CH:11]=3)[C:7]=2[N:8]=[C:30]1[C:29]([F:38])([F:37])[F:28]. The catalyst class is: 8.